From a dataset of Reaction yield outcomes from USPTO patents with 853,638 reactions. Predict the reaction yield, written as a fraction of the theoretical maximum amount of product (1.0 means a 100% yield; for example, 0.34 means a 34% yield). The reactants are COC[CH2:4][O:5][CH2:6][C:7]([CH3:14])([CH3:13])[C:8](=[O:12])[CH2:9][C:10]#[N:11].[OH-].[Na+].S(O)(O)(=O)=O.[NH2:22]O. The catalyst is O. The product is [CH3:4][O:5][CH2:6][C:7]([C:8]1[O:12][N:22]=[C:10]([NH2:11])[CH:9]=1)([CH3:14])[CH3:13]. The yield is 0.358.